This data is from Full USPTO retrosynthesis dataset with 1.9M reactions from patents (1976-2016). The task is: Predict the reactants needed to synthesize the given product. (1) Given the product [Cl:15][CH2:16][CH2:56][C@H:55]([O:54][C:2]1([O:1][C:8]2[CH:13]=[CH:12][CH:11]=[CH:10][CH:9]=2)[CH:7]=[CH:6][CH:5]=[CH:4][CH2:3]1)[C:39]1[CH:40]=[CH:41][CH:42]=[CH:43][CH:44]=1, predict the reactants needed to synthesize it. The reactants are: [O:1]([C:8]1[CH:13]=[CH:12][C:11](O)=[CH:10][CH:9]=1)[C:2]1[CH:7]=[CH:6][CH:5]=[CH:4][CH:3]=1.[Cl:15][C:16]1C=C([C@@H](O)CC)C=CC=1.[C:39]1(P([C:39]2[CH:44]=[CH:43][CH:42]=[CH:41][CH:40]=2)[C:39]2[CH:44]=[CH:43][CH:42]=[CH:41][CH:40]=2)[CH:44]=[CH:43][CH:42]=[CH:41][CH:40]=1.N(C([O:54][CH2:55][CH3:56])=O)=NC(OCC)=O. (2) The reactants are: [CH3:1][O:2][C:3](=[O:16])[CH:4]=[C:5]1[CH2:8][N:7]([C:9]([O:11][C:12]([CH3:15])([CH3:14])[CH3:13])=[O:10])[CH2:6]1.[NH3:17]. Given the product [NH2:17][C:5]1([CH2:4][C:3]([O:2][CH3:1])=[O:16])[CH2:8][N:7]([C:9]([O:11][C:12]([CH3:13])([CH3:15])[CH3:14])=[O:10])[CH2:6]1, predict the reactants needed to synthesize it. (3) The reactants are: Cl[C:2]1[C:7]([C:8]#[N:9])=[C:6]([C:10]2[CH:14]=[CH:13][NH:12][N:11]=2)[C:5]([C:15]#[N:16])=[C:4]([S:17][CH2:18][C:19]2[N:20]=[C:21]([C:24]3[CH:29]=[CH:28][C:27]([Cl:30])=[CH:26][CH:25]=3)[S:22][CH:23]=2)[N:3]=1.[CH3:31][NH2:32].CO. Given the product [Cl:30][C:27]1[CH:28]=[CH:29][C:24]([C:21]2[S:22][CH:23]=[C:19]([CH2:18][S:17][C:4]3[C:5]([C:15]#[N:16])=[C:6]([C:10]4[CH:14]=[CH:13][NH:12][N:11]=4)[C:7]([C:8]#[N:9])=[C:2]([NH:32][CH3:31])[N:3]=3)[N:20]=2)=[CH:25][CH:26]=1, predict the reactants needed to synthesize it. (4) Given the product [CH:38]1([C:41]2[C:49]3[C:44](=[CH:45][CH:46]=[CH:47][C:48]=3[NH:50][C:22]([C:19]3[N:16]4[CH:17]=[CH:18][C:13]([O:12][CH2:11][CH2:10][N:7]5[CH2:8][CH2:9][N:4]([CH:1]([CH3:2])[CH3:3])[CH2:5][CH2:6]5)=[CH:14][C:15]4=[N:21][CH:20]=3)=[O:23])[N:43]([CH2:51][C:52]3[CH:56]=[CH:55][N:54]([CH2:57][CH3:58])[N:53]=3)[N:42]=2)[CH2:39][CH2:40]1, predict the reactants needed to synthesize it. The reactants are: [CH:1]([N:4]1[CH2:9][CH2:8][N:7]([CH2:10][CH2:11][O:12][C:13]2[CH:18]=[CH:17][N:16]3[C:19]([C:22]([O-])=[O:23])=[CH:20][N:21]=[C:15]3[CH:14]=2)[CH2:6][CH2:5]1)([CH3:3])[CH3:2].[Li+].ClC1C=C(Cl)C=C(Cl)C=1C(Cl)=O.[CH:38]1([C:41]2[C:49]3[C:48]([NH2:50])=[CH:47][CH:46]=[CH:45][C:44]=3[N:43]([CH2:51][C:52]3[CH:56]=[CH:55][N:54]([CH2:57][CH3:58])[N:53]=3)[N:42]=2)[CH2:40][CH2:39]1.CCOCC. (5) Given the product [CH2:12]([C:10]1[C:9]2[N:14]=[C:15]([C:17]3[CH:18]=[CH:19][CH:20]=[CH:21][CH:22]=3)[S:16][C:8]=2[C:7]([OH:23])=[C:6]([C:4]([NH:24][CH2:25][C:26]([OH:28])=[O:27])=[O:5])[N:11]=1)[CH3:13], predict the reactants needed to synthesize it. The reactants are: C(O[C:4]([C:6]1[N:11]=[C:10]([CH2:12][CH3:13])[C:9]2[N:14]=[C:15]([C:17]3[CH:22]=[CH:21][CH:20]=[CH:19][CH:18]=3)[S:16][C:8]=2[C:7]=1[OH:23])=[O:5])C.[NH2:24][CH2:25][C:26]([OH:28])=[O:27]. (6) Given the product [F:38][C:35]1[CH:34]=[CH:33][C:32]([C:29]2[O:30][CH:31]=[C:27]([CH2:26][O:6][C:7]3[CH:8]=[C:9]([CH:22]=[CH:23][CH:24]=3)[O:10][CH2:11][C:12]3[CH:20]=[CH:19][CH:18]=[C:17]([CH3:21])[C:13]=3[C:14]([OH:16])=[O:15])[N:28]=2)=[CH:37][CH:36]=1, predict the reactants needed to synthesize it. The reactants are: C[O-].[Na+].CO.[OH:6][C:7]1[CH:8]=[C:9]([CH:22]=[CH:23][CH:24]=1)[O:10][CH2:11][C:12]1[CH:20]=[CH:19][CH:18]=[C:17]([CH3:21])[C:13]=1[C:14]([OH:16])=[O:15].Cl[CH2:26][C:27]1[N:28]=[C:29]([C:32]2[CH:37]=[CH:36][C:35]([F:38])=[CH:34][CH:33]=2)[O:30][CH:31]=1.[Cl-].[Na+]. (7) The reactants are: [C:1]1([N:7]2[C:11]3[NH:12][C:13](=[O:20])[C:14]([C:16]([CH3:19])([CH3:18])[CH3:17])=[CH:15][C:10]=3[N:9]=[N:8]2)[CH:6]=[CH:5][CH:4]=[CH:3][CH:2]=1.Cl.[CH3:22][N:23]1[C:27]([CH2:28]Cl)=[N:26][CH:25]=[N:24]1.C(=O)([O-])[O-].[Cs+].[Cs+]. Given the product [CH3:18][C:16]([C:14]1[CH:15]=[C:10]2[N:9]=[N:8][N:7]([C:1]3[CH:2]=[CH:3][CH:4]=[CH:5][CH:6]=3)[C:11]2=[N:12][C:13]=1[O:20][CH2:28][C:27]1[N:23]([CH3:22])[N:24]=[CH:25][N:26]=1)([CH3:17])[CH3:19], predict the reactants needed to synthesize it.